From a dataset of Full USPTO retrosynthesis dataset with 1.9M reactions from patents (1976-2016). Predict the reactants needed to synthesize the given product. Given the product [NH2:13][C:11]1[N:12]=[C:7]([N:1]2[CH2:6][CH2:5][N:4]([C:32](=[O:33])[CH2:31][O:30][C:29]3[CH:35]=[CH:36][C:26]([O:25][C:24]([F:37])([F:23])[F:38])=[CH:27][CH:28]=3)[CH2:3][CH2:2]2)[C:8]2[N:16]=[C:15]([C:17]3[CH:18]=[N:19][CH:20]=[CH:21][CH:22]=3)[S:14][C:9]=2[N:10]=1, predict the reactants needed to synthesize it. The reactants are: [N:1]1([C:7]2[C:8]3[N:16]=[C:15]([C:17]4[CH:18]=[N:19][CH:20]=[CH:21][CH:22]=4)[S:14][C:9]=3[N:10]=[C:11]([NH2:13])[N:12]=2)[CH2:6][CH2:5][NH:4][CH2:3][CH2:2]1.[F:23][C:24]([F:38])([F:37])[O:25][C:26]1[CH:36]=[CH:35][C:29]([O:30][CH2:31][C:32](O)=[O:33])=[CH:28][CH:27]=1.